This data is from Retrosynthesis with 50K atom-mapped reactions and 10 reaction types from USPTO. The task is: Predict the reactants needed to synthesize the given product. (1) The reactants are: CCOC(=O)C(Cc1ccncc1)n1ncc(N[C@@H]2C[C@@H]3C[C@H]([C@H]2C)C3(C)C)c(Br)c1=O. Given the product C[C@H]1[C@H](Nc2cnn(C(Cc3ccncc3)C(=O)O)c(=O)c2Br)C[C@@H]2C[C@H]1C2(C)C, predict the reactants needed to synthesize it. (2) Given the product CN(CCc1ccccn1)S(=O)(=O)N1CCC2(CCN(c3ccc(OC(F)(F)F)cc3)C2=O)CC1, predict the reactants needed to synthesize it. The reactants are: CNCCc1ccccn1.O=C1N(c2ccc(OC(F)(F)F)cc2)CCC12CCN(S(=O)(=O)Cl)CC2. (3) Given the product CC1(C)CN(C=O)Cc2ccc(O)cc21, predict the reactants needed to synthesize it. The reactants are: COc1ccc2c(c1)C(C)(C)CN(C=O)C2. (4) Given the product CON(C)C(=O)c1ccnc(C(F)(F)F)c1, predict the reactants needed to synthesize it. The reactants are: CNOC.O=C(O)c1ccnc(C(F)(F)F)c1. (5) Given the product O=C(c1ccc(NS(=O)(=O)c2ccccn2)cc1)N1CCN(c2nc3ccc(F)cc3o2)CC1, predict the reactants needed to synthesize it. The reactants are: Fc1ccc2nc(N3CCNCC3)oc2c1.O=C(O)c1ccc(NS(=O)(=O)c2ccccn2)cc1.